Binary Classification. Given a drug SMILES string, predict its activity (active/inactive) in a high-throughput screening assay against a specified biological target. From a dataset of Cav3 T-type calcium channel HTS with 100,875 compounds. (1) The result is 0 (inactive). The molecule is S(C1CC(=O)N(C1=O)c1cc(ccc1)C)c1nc2CCCCc2c(n1)C. (2) The compound is O1C(c2c(CC1=O)cc(OC)c(OC)c2)c1ccc(OCC)cc1. The result is 0 (inactive). (3) The drug is S1C(CN(C(=O)C1)c1ccccc1)COCCCC. The result is 0 (inactive). (4) The drug is C123C(C(C(C1)(C2)c1ccccc1)c1ccccc1)CN(C3c1ccccc1)CC1CCCCC1. The result is 0 (inactive). (5) The compound is S(Cn1c2c(oc1=O)cccc2)c1sc2c(n1)cccc2. The result is 1 (active). (6) The drug is ClC(Cl)(Cl)C(NCC1OCCC1)NC(=O)CC(C)C. The result is 0 (inactive). (7) The molecule is O1CCN(CCCCOc2ccccc2)CC1. The result is 0 (inactive).